Predict the reaction yield, written as a fraction of the theoretical maximum amount of product (1.0 means a 100% yield; for example, 0.34 means a 34% yield). From a dataset of Reaction yield outcomes from USPTO patents with 853,638 reactions. (1) The reactants are [NH:1]1[C:6]2[CH:7]=[CH:8][S:9][C:5]=2[C:4](=[O:10])[NH:3][C:2]1=[O:11].[Br:12]Br. The catalyst is CC(O)=O. The product is [Br:12][C:7]1[C:6]2[NH:1][C:2](=[O:11])[NH:3][C:4](=[O:10])[C:5]=2[S:9][CH:8]=1. The yield is 0.940. (2) The reactants are [C:1]([O:4][CH2:5][C:6]1[C:7]([S:22]([CH3:25])(=[O:24])=[O:23])=[CH:8][C:9]2[N:13]3[CH2:14][CH2:15][NH:16][C@H:17]([CH:18]([CH3:20])[CH3:19])[C:12]3=[N:11][C:10]=2[CH:21]=1)(=[O:3])[CH3:2].Cl[C:27]1[N:32]=[C:31]([C:33]([F:36])([F:35])[F:34])[C:30]([C:37]([O:39][CH2:40][CH3:41])=[O:38])=[CH:29][N:28]=1.CCN(C(C)C)C(C)C.CCOC(C)=O. The catalyst is C(Cl)Cl.CC(O)C. The product is [C:1]([O:4][CH2:5][C:6]1[C:7]([S:22]([CH3:25])(=[O:23])=[O:24])=[CH:8][C:9]2[N:13]3[CH2:14][CH2:15][N:16]([C:27]4[N:32]=[C:31]([C:33]([F:35])([F:36])[F:34])[C:30]([C:37]([O:39][CH2:40][CH3:41])=[O:38])=[CH:29][N:28]=4)[C@H:17]([CH:18]([CH3:19])[CH3:20])[C:12]3=[N:11][C:10]=2[CH:21]=1)(=[O:3])[CH3:2]. The yield is 0.870. (3) The catalyst is CC(C)=O. The yield is 0.820. The product is [CH3:1][O:2][C:3](=[O:16])[C@@H:4]([NH:8][C:9]([O:11][C:12]([CH3:15])([CH3:14])[CH3:13])=[O:10])[C@H:5]([NH:7][C:17]([O:19][CH2:20][CH:21]1[C:22]2[CH:23]=[CH:24][CH:25]=[CH:26][C:27]=2[C:28]2[C:33]1=[CH:32][CH:31]=[CH:30][CH:29]=2)=[O:18])[CH3:6]. The reactants are [CH3:1][O:2][C:3](=[O:16])[C@@H:4]([NH:8][C:9]([O:11][C:12]([CH3:15])([CH3:14])[CH3:13])=[O:10])[C@H:5]([NH2:7])[CH3:6].[C:17](ON1C(=O)CCC1=O)([O:19][CH2:20][CH:21]1[C:33]2[C:28](=[CH:29][CH:30]=[CH:31][CH:32]=2)[C:27]2[C:22]1=[CH:23][CH:24]=[CH:25][CH:26]=2)=[O:18]. (4) The product is [NH2:31][C@H:28]1[CH2:29][CH2:30][C@H:25]([NH:24][C:12]2[C:11]3[C:16](=[CH:17][CH:18]=[C:9]([C:4]4[CH:5]=[CH:6][C:7]([OH:8])=[C:2]([Cl:1])[CH:3]=4)[CH:10]=3)[N:15]=[CH:14][C:13]=2[C:19](=[O:23])[CH:20]([CH3:21])[CH3:22])[CH2:26][CH2:27]1. The yield is 0.410. The reactants are [Cl:1][C:2]1[CH:3]=[C:4]([C:9]2[CH:10]=[C:11]3[C:16](=[CH:17][CH:18]=2)[N:15]=[CH:14][C:13]([C:19](=[O:23])[CH:20]([CH3:22])[CH3:21])=[C:12]3[NH:24][C@H:25]2[CH2:30][CH2:29][C@H:28]([NH:31]C(=O)OC(C)(C)C)[CH2:27][CH2:26]2)[CH:5]=[CH:6][C:7]=1[OH:8].C(O)(C(F)(F)F)=O. No catalyst specified. (5) The reactants are [C:1]([C:3]1[CH:10]=[CH:9][C:6]([C:7]#[N:8])=[CH:5][CH:4]=1)#[CH:2].I[C:12]1[CH:19]=[CH:18][C:15]([CH:16]=[O:17])=[CH:14][CH:13]=1.C(N(CC)CC)C. The catalyst is C1COCC1.Cl[Pd](Cl)([P](C1C=CC=CC=1)(C1C=CC=CC=1)C1C=CC=CC=1)[P](C1C=CC=CC=1)(C1C=CC=CC=1)C1C=CC=CC=1.[Cu]I. The product is [CH:16]([C:15]1[CH:18]=[CH:19][C:12]([C:2]#[C:1][C:3]2[CH:10]=[CH:9][C:6]([C:7]#[N:8])=[CH:5][CH:4]=2)=[CH:13][CH:14]=1)=[O:17]. The yield is 0.900. (6) The reactants are [CH3:1][C:2]([CH3:31])([CH3:30])[CH2:3][C:4]([NH:6][C:7]1[C:8]([CH3:29])=[C:9](B(O)O)[C:10]2[O:14][CH2:13][CH:12]([C:15]3[CH:20]=[CH:19][C:18]([CH:21]([CH3:23])[CH3:22])=[CH:17][CH:16]=3)[C:11]=2[C:24]=1[CH3:25])=[O:5].[C:32]([C:35]1[S:36][CH:37]=[C:38](Br)[CH:39]=1)(=[O:34])[CH3:33]. The catalyst is CCCCCC.C(OCC)(=O)C. The product is [C:32]([C:35]1[S:36][CH:37]=[C:38]([C:11]2[C:10]3[O:14][CH2:13][CH:12]([C:15]4[CH:20]=[CH:19][C:18]([CH:21]([CH3:23])[CH3:22])=[CH:17][CH:16]=4)[C:9]=3[C:8]([CH3:29])=[C:7]([NH:6][C:4](=[O:5])[CH2:3][C:2]([CH3:1])([CH3:31])[CH3:30])[C:24]=2[CH3:25])[CH:39]=1)(=[O:34])[CH3:33]. The yield is 0.620. (7) The reactants are O.[OH-].[Li+].C([O:6][C:7](=[O:33])[CH:8]([O:30][CH2:31][CH3:32])[CH2:9][C:10]1[CH:15]=[CH:14][C:13]([O:16][CH2:17][CH2:18][C:19]2[CH:24]=[CH:23][C:22]([O:25][S:26]([CH3:29])(=[O:28])=[O:27])=[CH:21][CH:20]=2)=[CH:12][CH:11]=1)C. The catalyst is O.O1CCCC1. The product is [CH2:31]([O:30][CH:8]([CH2:9][C:10]1[CH:11]=[CH:12][C:13]([O:16][CH2:17][CH2:18][C:19]2[CH:20]=[CH:21][C:22]([O:25][S:26]([CH3:29])(=[O:27])=[O:28])=[CH:23][CH:24]=2)=[CH:14][CH:15]=1)[C:7]([OH:33])=[O:6])[CH3:32]. The yield is 0.960.